This data is from Forward reaction prediction with 1.9M reactions from USPTO patents (1976-2016). The task is: Predict the product of the given reaction. (1) Given the reactants [O:1]=[C:2]1[N:6]=[C:5]2[C:7]3[CH:8]=[CH:9][CH:10]=[C:11]4[C:16]=3[C:15]([C:4]2=[C:3]1[C:17]#[N:18])=[CH:14][CH:13]=[CH:12]4.[Br:19][C:20]1[CH:25]=[CH:24][C:23]([SH:26])=[CH:22][CH:21]=1, predict the reaction product. The product is: [Br:19][C:20]1[CH:25]=[CH:24][C:23]([S:26][C:12]2[C:11]3[C:16]4=[C:7]([C:5]5[C:4]([C:15]4=[CH:14][CH:13]=2)=[C:3]([C:17]#[N:18])[C:2](=[O:1])[N:6]=5)[CH:8]=[CH:9][CH:10]=3)=[CH:22][CH:21]=1. (2) Given the reactants [Cl:1][C:2]1[CH:3]=[C:4]([C:9]2[S:10][CH:11]=[C:12]([C:15](=[N:17][NH2:18])[CH3:16])[C:13]=2[OH:14])[CH:5]=[CH:6][C:7]=1[Cl:8].[N:19]([C:22]1[CH:31]=[CH:30][C:25]2[O:26][CH2:27][CH2:28][O:29][C:24]=2[CH:23]=1)=[C:20]=[S:21].CO.O, predict the reaction product. The product is: [Cl:1][C:2]1[CH:3]=[C:4]([C:9]2[S:10][CH:11]=[C:12]([C:15](=[N:17][NH:18][C:20](=[S:21])[NH:19][C:22]3[CH:31]=[CH:30][C:25]4[O:26][CH2:27][CH2:28][O:29][C:24]=4[CH:23]=3)[CH3:16])[C:13]=2[OH:14])[CH:5]=[CH:6][C:7]=1[Cl:8]. (3) Given the reactants [H-].[Na+].[N+:3]([C:6]1[C:15]2[O:14][CH2:13][C:12](=[O:16])[NH:11][C:10]=2[CH:9]=[CH:8][CH:7]=1)([O-:5])=[O:4].[CH3:17]I.O, predict the reaction product. The product is: [CH3:17][N:11]1[C:10]2[CH:9]=[CH:8][CH:7]=[C:6]([N+:3]([O-:5])=[O:4])[C:15]=2[O:14][CH2:13][C:12]1=[O:16]. (4) Given the reactants [CH:1]([C:4]1[CH:5]=[CH:6][C:7]([CH3:11])=[C:8]([OH:10])[CH:9]=1)([CH3:3])[CH3:2].[CH3:12][CH:13]([CH2:16]O)[CH2:14][OH:15].O[C:19]1[CH:24]=[CH:23][C:22]([CH:25]([C:31]#[C:32][CH3:33])[CH2:26][C:27]([O:29]C)=[O:28])=[CH:21][CH:20]=1, predict the reaction product. The product is: [CH:1]([C:4]1[CH:5]=[CH:6][C:7]([CH3:11])=[C:8]([CH:9]=1)[O:10][CH2:16][CH:13]([CH3:12])[CH2:14][O:15][C:19]1[CH:24]=[CH:23][C:22]([CH:25]([C:31]#[C:32][CH3:33])[CH2:26][C:27]([OH:29])=[O:28])=[CH:21][CH:20]=1)([CH3:3])[CH3:2]. (5) Given the reactants [CH3:1][O:2][CH2:3][CH2:4][C:5]1[CH:10]=[CH:9][C:8]([C@@H:11]2[C@@H:16]([O:17][CH2:18][C:19]3[CH:20]=[CH:21][C:22]4[O:27][CH2:26][CH2:25][N:24]([CH2:28][CH2:29][CH2:30][O:31][CH3:32])[C:23]=4[CH:33]=3)[CH2:15][N:14]([S:34]([C:37]3[CH:42]=[CH:41][C:40]([CH3:43])=[CH:39][CH:38]=3)(=[O:36])=[O:35])[CH2:13][C@H:12]2[OH:44])=[CH:7][CH:6]=1.[CH3:45][O:46][CH2:47][C@H:48]1[O:50][CH2:49]1, predict the reaction product. The product is: [CH3:45][O:46][CH2:47][C@@H:48]([OH:50])[CH2:49][O:44][C@H:12]1[C@H:11]([C:8]2[CH:9]=[CH:10][C:5]([CH2:4][CH2:3][O:2][CH3:1])=[CH:6][CH:7]=2)[C@@H:16]([O:17][CH2:18][C:19]2[CH:20]=[CH:21][C:22]3[O:27][CH2:26][CH2:25][N:24]([CH2:28][CH2:29][CH2:30][O:31][CH3:32])[C:23]=3[CH:33]=2)[CH2:15][N:14]([S:34]([C:37]2[CH:42]=[CH:41][C:40]([CH3:43])=[CH:39][CH:38]=2)(=[O:35])=[O:36])[CH2:13]1. (6) Given the reactants [S:1]1[CH:5]=[CH:4][CH:3]=[C:2]1[C:6](=[NH:30])[NH:7][C:8]1[CH:9]=[C:10]2[C:14](=[CH:15][CH:16]=1)[N:13]([CH:17]1[CH2:22][CH2:21][N:20](C(OC(C)(C)C)=O)[CH2:19][CH2:18]1)[CH2:12][CH2:11]2.[ClH:31], predict the reaction product. The product is: [ClH:31].[ClH:31].[NH:20]1[CH2:21][CH2:22][CH:17]([N:13]2[C:14]3[C:10](=[CH:9][C:8]([NH:7][C:6]([C:2]4[S:1][CH:5]=[CH:4][CH:3]=4)=[NH:30])=[CH:16][CH:15]=3)[CH2:11][CH2:12]2)[CH2:18][CH2:19]1. (7) Given the reactants C([Li])CCC.[Br:6][C:7]1[CH:12]=[CH:11][C:10]([C:13]2[CH:18]=[CH:17][C:16]([Br:19])=[CH:15][C:14]=2I)=[C:9](I)[CH:8]=1.Cl[P:23](=[O:31])(Cl)[C:24]1[CH:29]=[CH:28][CH:27]=[CH:26][CH:25]=1.O, predict the reaction product. The product is: [Br:6][C:7]1[CH:12]=[CH:11][C:10]2[C:13]3[CH:18]=[CH:17][C:16]([Br:19])=[CH:15][C:14]=3[P:23](=[O:31])([C:24]3[CH:29]=[CH:28][CH:27]=[CH:26][CH:25]=3)[C:9]=2[CH:8]=1.